From a dataset of Reaction yield outcomes from USPTO patents with 853,638 reactions. Predict the reaction yield, written as a fraction of the theoretical maximum amount of product (1.0 means a 100% yield; for example, 0.34 means a 34% yield). (1) The reactants are [CH:1]1[C:13]2[CH:12]([CH2:14][O:15][C:16]([NH:18][C@@H:19]([CH2:23][C:24]([O:26][C:27]([CH3:30])([CH3:29])[CH3:28])=[O:25])[C:20](O)=[O:21])=[O:17])[C:11]3[C:6](=[CH:7][CH:8]=[CH:9][CH:10]=3)[C:5]=2[CH:4]=[CH:3][CH:2]=1.CN1CCOCC1.[NH:38]1[CH2:43][CH2:42][CH2:41][CH2:40][CH2:39]1. The catalyst is CN(C=O)C.CCCCCC.C(OCC)(=O)C. The product is [CH:10]1[C:11]2[CH:12]([CH2:14][O:15][C:16]([NH:18][C@H:19]([C:20](=[O:21])[N:38]3[CH2:43][CH2:42][CH2:41][CH2:40][CH2:39]3)[CH2:23][C:24]([O:26][C:27]([CH3:29])([CH3:28])[CH3:30])=[O:25])=[O:17])[C:13]3[C:5](=[CH:4][CH:3]=[CH:2][CH:1]=3)[C:6]=2[CH:7]=[CH:8][CH:9]=1. The yield is 0.990. (2) The reactants are [C:1]([O:4][CH2:5][C:6]1[C:7]([N:21]2[CH2:33][CH2:32][N:24]3[C:25]4[CH2:26][CH2:27][CH2:28][CH2:29][C:30]=4[CH:31]=[C:23]3[C:22]2=[O:34])=[N:8][CH:9]=[CH:10][C:11]=1[C:12]1[CH:17]=[C:16](Br)[C:15](=[O:19])[N:14]([CH3:20])[CH:13]=1)(=[O:3])[CH3:2].[NH:35]1[C:43]2[C:38](=[N:39][C:40]([NH2:44])=[CH:41][CH:42]=2)[N:37]=[CH:36]1.CC1(C)C2C(=C(P(C3C=CC=CC=3)C3C=CC=CC=3)C=CC=2)OC2C(P(C3C=CC=CC=3)C3C=CC=CC=3)=CC=CC1=2.C(=O)([O-])[O-].[Cs+].[Cs+]. The catalyst is C1C=CC(/C=C/C(/C=C/C2C=CC=CC=2)=O)=CC=1.C1C=CC(/C=C/C(/C=C/C2C=CC=CC=2)=O)=CC=1.C1C=CC(/C=C/C(/C=C/C2C=CC=CC=2)=O)=CC=1.[Pd].[Pd].O1CCOCC1. The product is [C:1]([O:4][CH2:5][C:6]1[C:7]([N:21]2[CH2:33][CH2:32][N:24]3[C:25]4[CH2:26][CH2:27][CH2:28][CH2:29][C:30]=4[CH:31]=[C:23]3[C:22]2=[O:34])=[N:8][CH:9]=[CH:10][C:11]=1[C:12]1[CH:17]=[C:16]([NH:44][C:40]2[N:39]=[C:38]3[N:37]=[CH:36][NH:35][C:43]3=[CH:42][CH:41]=2)[C:15](=[O:19])[N:14]([CH3:20])[CH:13]=1)(=[O:3])[CH3:2]. The yield is 0.230. (3) The reactants are [NH2:1][C:2]1[S:3][C:4]2[C:10](=[O:11])[CH2:9][C:8]([CH3:13])([CH3:12])[CH2:7][C:5]=2[N:6]=1.[CH3:14][C:15](OC(C)=O)=[O:16]. No catalyst specified. The product is [CH3:12][C:8]1([CH3:13])[CH2:7][C:5]2[N:6]=[C:2]([NH:1][C:15](=[O:16])[CH3:14])[S:3][C:4]=2[C:10](=[O:11])[CH2:9]1. The yield is 0.750. (4) The reactants are [Br:1][C:2]1[C:3]([F:20])=[C:4]([F:19])[C:5]([NH:11][C:12]2[CH:17]=[CH:16][CH:15]=[CH:14][C:13]=2[Cl:18])=[C:6]([CH:10]=1)[C:7]([OH:9])=[O:8].[CH2:21]1COCC1.C[Si](C=[N+]=[N-])(C)C. The catalyst is CO. The product is [CH3:21][O:8][C:7](=[O:9])[C:6]1[CH:10]=[C:2]([Br:1])[C:3]([F:20])=[C:4]([F:19])[C:5]=1[NH:11][C:12]1[CH:17]=[CH:16][CH:15]=[CH:14][C:13]=1[Cl:18]. The yield is 0.930. (5) The yield is 0.600. The product is [ClH:1].[N:2]1[CH:7]=[CH:6][CH:5]=[CH:4][C:3]=1[C:8]#[C:9][CH2:10][CH2:11][N:12]1[N:16]=[C:15]2[CH:17]=[CH:18][CH:19]=[CH:20][C:14]2=[N:13]1. The reactants are [ClH:1].[N:2]1[CH:7]=[CH:6][CH:5]=[CH:4][C:3]=1[C:8]#[C:9][CH2:10][CH2:11][N:12]1[N:16]=[C:15]2[CH:17]=[CH:18][CH:19]=[CH:20][C:14]2=[N:13]1. The catalyst is O1CCOCC1. (6) The catalyst is CN(C=O)C.O. The yield is 0.840. The reactants are [C:1]([O:5][C:6]([N:8]1[CH2:14][CH:13]2[CH:9]1[CH2:10][NH:11][CH2:12]2)=[O:7])([CH3:4])([CH3:3])[CH3:2].Cl[C:16]1[CH:25]=[N:24][C:23]2[C:18](=[CH:19][CH:20]=[CH:21][CH:22]=2)[N:17]=1.C([O-])([O-])=O.[K+].[K+]. The product is [C:1]([O:5][C:6]([N:8]1[CH2:14][CH:13]2[CH:9]1[CH2:10][N:11]([C:16]1[CH:25]=[N:24][C:23]3[C:18](=[CH:19][CH:20]=[CH:21][CH:22]=3)[N:17]=1)[CH2:12]2)=[O:7])([CH3:4])([CH3:2])[CH3:3]. (7) The reactants are Cl[C:2]1[C:30]([Cl:31])=[CH:29][CH:28]=[CH:27][C:3]=1[CH2:4][N:5]1[C:9]2[CH:10]=[C:11]([N:18]3[CH2:23][CH2:22][O:21][CH2:20][CH2:19]3)[CH:12]=[C:13]([C:14]([O:16]C)=[O:15])[C:8]=2[N:7]=[C:6]1[CH:24]([F:26])[F:25].[Li+].[OH-].[CH2:34]1COCC1. No catalyst specified. The product is [Cl:31][C:30]1[C:2]([CH3:34])=[C:3]([CH2:4][N:5]2[C:9]3[CH:10]=[C:11]([N:18]4[CH2:23][CH2:22][O:21][CH2:20][CH2:19]4)[CH:12]=[C:13]([C:14]([OH:16])=[O:15])[C:8]=3[N:7]=[C:6]2[CH:24]([F:26])[F:25])[CH:27]=[CH:28][CH:29]=1. The yield is 0.800. (8) The reactants are [F:1][C:2]1[CH:7]=[C:6]([OH:8])[CH:5]=[C:4]([F:9])[C:3]=1[C:10]1[N:15]=[C:14]([C:16]([O:18][CH3:19])=[O:17])[CH:13]=[CH:12][C:11]=1[F:20].C(=O)([O-])[O-].[K+].[K+].CC1C=CC(S(O[CH:38]2[CH2:41][O:40][CH2:39]2)(=O)=O)=CC=1. The catalyst is CN(C=O)C.C(OCC)(=O)C.O. The product is [F:1][C:2]1[CH:7]=[C:6]([O:8][CH:38]2[CH2:41][O:40][CH2:39]2)[CH:5]=[C:4]([F:9])[C:3]=1[C:10]1[N:15]=[C:14]([C:16]([O:18][CH3:19])=[O:17])[CH:13]=[CH:12][C:11]=1[F:20]. The yield is 0.360. (9) The reactants are C1C2C(COC([N:18]3[CH2:23][CH2:22][C:21]([C:42](=[O:58])[NH:43][C:44]4[CH:49]=[CH:48][CH:47]=[C:46]([N:50]5[CH2:55][CH2:54][C:53]([CH3:57])([CH3:56])[CH2:52][CH2:51]5)[CH:45]=4)([NH:24]C(OCC4C5C=CC=CC=5C5C4=CC=CC=5)=O)[CH2:20][CH2:19]3)=O)C3C(=CC=CC=3)C=2C=CC=1.C(N(C(C)C)CC)(C)C.O. The catalyst is CN(C=O)C. The product is [CH3:56][C:53]1([CH3:57])[CH2:52][CH2:51][N:50]([C:46]2[CH:45]=[C:44]([NH:43][C:42]([C:21]3([NH2:24])[CH2:22][CH2:23][NH:18][CH2:19][CH2:20]3)=[O:58])[CH:49]=[CH:48][CH:47]=2)[CH2:55][CH2:54]1. The yield is 0.530.